Dataset: Reaction yield outcomes from USPTO patents with 853,638 reactions. Task: Predict the reaction yield, written as a fraction of the theoretical maximum amount of product (1.0 means a 100% yield; for example, 0.34 means a 34% yield). (1) The reactants are [NH2:1][C:2]1[CH:3]=[C:4]([CH:8]=[CH:9][CH:10]=1)[C:5]([OH:7])=[O:6].[H][H]. The catalyst is C(O)C.[Pd]. The product is [NH2:1][CH:2]1[CH2:10][CH2:9][CH2:8][CH:4]([C:5]([OH:7])=[O:6])[CH2:3]1. The yield is 0.570. (2) The reactants are Cl[CH2:2][C:3]1[NH:12][C:11](=[O:13])[C:10]2[C:5](=[CH:6][CH:7]=[CH:8][CH:9]=2)[N:4]=1.[N:14]1([C:20]2[N:25]=[CH:24][CH:23]=[CH:22][N:21]=2)[CH2:19][CH2:18][NH:17][CH2:16][CH2:15]1.C(N(CC)CC)C.O. The catalyst is CN(C=O)C. The product is [N:21]1[CH:22]=[CH:23][CH:24]=[N:25][C:20]=1[N:14]1[CH2:19][CH2:18][N:17]([CH2:2][C:3]2[NH:4][C:5]3[C:10]([C:11](=[O:13])[N:12]=2)=[CH:9][CH:8]=[CH:7][CH:6]=3)[CH2:16][CH2:15]1. The yield is 0.750. (3) The reactants are Br[C:2]1[CH:3]=[C:4]([CH3:17])[C:5]2[N:9]=[CH:8][N:7]([CH:10]3[CH2:15][CH2:14][CH2:13][CH2:12][O:11]3)[C:6]=2[CH:16]=1.[B:18]1([B:18]2[O:22][C:21]([CH3:24])([CH3:23])[C:20]([CH3:26])([CH3:25])[O:19]2)[O:22][C:21]([CH3:24])([CH3:23])[C:20]([CH3:26])([CH3:25])[O:19]1.ClCCl.C([O-])(=O)C.[K+]. The catalyst is C1C=CC(P(C2C=CC=CC=2)[C-]2C=CC=C2)=CC=1.C1C=CC(P(C2C=CC=CC=2)[C-]2C=CC=C2)=CC=1.Cl[Pd]Cl.[Fe+2].CS(C)=O. The product is [CH3:17][C:4]1[C:5]2[N:9]=[CH:8][N:7]([CH:10]3[CH2:15][CH2:14][CH2:13][CH2:12][O:11]3)[C:6]=2[CH:16]=[C:2]([B:18]2[O:22][C:21]([CH3:24])([CH3:23])[C:20]([CH3:26])([CH3:25])[O:19]2)[CH:3]=1. The yield is 0.770. (4) The reactants are [Cl:1][C:2]1[N:7]=[C:6]([C:8]([OH:10])=O)[C:5]([CH3:11])=[CH:4][CH:3]=1.[NH2:12][C:13]1[C:14]([CH3:24])=[C:15]([CH:20]=[CH:21][C:22]=1[CH3:23])[C:16]([O:18][CH3:19])=[O:17].CCCP1(OP(CCC)(=O)OP(CCC)(=O)O1)=O. The catalyst is C(Cl)Cl.C([O-])(O)=O.[Na+]. The product is [Cl:1][C:2]1[N:7]=[C:6]([C:8]([NH:12][C:13]2[C:14]([CH3:24])=[C:15]([CH:20]=[CH:21][C:22]=2[CH3:23])[C:16]([O:18][CH3:19])=[O:17])=[O:10])[C:5]([CH3:11])=[CH:4][CH:3]=1. The yield is 0.720. (5) The reactants are [CH3:1][C:2]1[CH:3]=[C:4]([S:8]([Cl:11])(=[O:10])=[O:9])[CH:5]=[CH:6][CH:7]=1.C1C(=O)N([Br:19])C(=O)C1. The catalyst is C1C=CC=CC=1.C(OCC)(=O)C.CC(N=NC(C#N)(C)C)(C#N)C. The yield is 0.330. The product is [Br:19][CH2:1][C:2]1[CH:3]=[C:4]([S:8]([Cl:11])(=[O:10])=[O:9])[CH:5]=[CH:6][CH:7]=1. (6) The reactants are [N+:1]([O-:4])([OH:3])=[O:2].S(=O)(=O)(O)O.[CH2:10]([C:12]1[S:13][C:14]([CH2:18][CH2:19]O)=[C:15]([CH3:17])[N:16]=1)[CH3:11].[OH-].[Na+]. The catalyst is CCCCCC.O. The product is [CH2:10]([C:12]1[S:13][C:14]([CH2:18][CH2:19][O:2][N+:1]([O-:4])=[O:3])=[C:15]([CH3:17])[N:16]=1)[CH3:11]. The yield is 0.580. (7) The reactants are [C:1](=[O:4])([O-])[O-].[K+].[K+].CI.[C:9]([N:13]1[C:17](O)=[CH:16][C:15]([C:19]([F:22])([F:21])[F:20])=[N:14]1)([CH3:12])([CH3:11])[CH3:10].O. The catalyst is CN(C)C=O. The product is [C:9]([N:13]1[C:17]([O:4][CH3:1])=[CH:16][C:15]([C:19]([F:21])([F:22])[F:20])=[N:14]1)([CH3:12])([CH3:10])[CH3:11]. The yield is 0.998. (8) The reactants are [OH:1][CH2:2][C@@H:3]([C@H:5]([C@@H:7]([C@@H:9]([CH2:11][OH:12])[OH:10])[OH:8])O)[OH:4].C12(CS(O)(=O)=O)C(C)(C)C(CC1)CC2=O. No catalyst specified. The product is [CH2:11]1[O:12][C@H:5]([C@H:3]([OH:4])[CH2:2][OH:1])[C@H:7]([OH:8])[C@H:9]1[OH:10]. The yield is 0.350.